From a dataset of Merck oncology drug combination screen with 23,052 pairs across 39 cell lines. Regression. Given two drug SMILES strings and cell line genomic features, predict the synergy score measuring deviation from expected non-interaction effect. Drug 1: COC1CC2CCC(C)C(O)(O2)C(=O)C(=O)N2CCCCC2C(=O)OC(C(C)CC2CCC(OP(C)(C)=O)C(OC)C2)CC(=O)C(C)C=C(C)C(O)C(OC)C(=O)C(C)CC(C)C=CC=CC=C1C. Drug 2: NC1CCCCC1N.O=C(O)C(=O)O.[Pt+2]. Cell line: NCIH2122. Synergy scores: synergy=-6.12.